Dataset: Forward reaction prediction with 1.9M reactions from USPTO patents (1976-2016). Task: Predict the product of the given reaction. (1) The product is: [CH3:1][O:2][C:3]1[N:4]=[CH:5][C:6]([N:11]2[CH2:16][CH2:15][C:14]3[N:17]=[C:18]([NH:20][C:30](=[O:32])[CH3:31])[S:19][C:13]=3[CH2:12]2)=[N:7][C:8]=1[O:9][CH3:10]. Given the reactants [CH3:1][O:2][C:3]1[N:4]=[CH:5][C:6]([N:11]2[CH2:16][CH2:15][C:14]3[N:17]=[C:18]([NH2:20])[S:19][C:13]=3[CH2:12]2)=[N:7][C:8]=1[O:9][CH3:10].CCN(C(C)C)C(C)C.[C:30](OC(=O)C)(=[O:32])[CH3:31], predict the reaction product. (2) Given the reactants Cl[C:2]1[N:7]=[CH:6][N:5]=[C:4]2[N:8]([CH3:11])[N:9]=[CH:10][C:3]=12.[NH2:12][C:13]1[CH:14]=[C:15]([NH:20][C:21](=[O:33])[C:22]2[CH:27]=[CH:26][C:25]([F:28])=[C:24]([C:29]([F:32])([F:31])[F:30])[CH:23]=2)[CH:16]=[CH:17][C:18]=1[CH3:19], predict the reaction product. The product is: [F:28][C:25]1[CH:26]=[CH:27][C:22]([C:21]([NH:20][C:15]2[CH:16]=[CH:17][C:18]([CH3:19])=[C:13]([NH:12][C:2]3[N:7]=[CH:6][N:5]=[C:4]4[N:8]([CH3:11])[N:9]=[CH:10][C:3]=34)[CH:14]=2)=[O:33])=[CH:23][C:24]=1[C:29]([F:30])([F:31])[F:32]. (3) Given the reactants C([N:8]1[CH2:12][C@@H:11]([C:13]2[CH:18]=[CH:17][CH:16]=[CH:15][C:14]=2[C:19]([O:21][CH2:22][CH3:23])=[O:20])[C@H:10]([C:24]([O:26]CC2C=CC=CC=2)=[O:25])[CH2:9]1)C1C=CC=CC=1.[C:42](O[C:42]([O:44][C:45]([CH3:48])([CH3:47])[CH3:46])=[O:43])([O:44][C:45]([CH3:48])([CH3:47])[CH3:46])=[O:43].[H][H], predict the reaction product. The product is: [C:45]([O:44][C:42]([N:8]1[CH2:12][C@@H:11]([C:13]2[CH:18]=[CH:17][CH:16]=[CH:15][C:14]=2[C:19]([O:21][CH2:22][CH3:23])=[O:20])[C@H:10]([C:24]([OH:26])=[O:25])[CH2:9]1)=[O:43])([CH3:46])([CH3:47])[CH3:48]. (4) Given the reactants [Si]([O:8][CH2:9][CH2:10][N:11]1[CH2:17][CH2:16][CH2:15][CH2:14][C@H:13]([NH:18]C(=O)OC(C)(C)C)[C:12]1=[O:26])(C(C)(C)C)(C)C.[ClH:27].O1CCOCC1, predict the reaction product. The product is: [ClH:27].[NH2:18][C@H:13]1[CH2:14][CH2:15][CH2:16][CH2:17][N:11]([CH2:10][CH2:9][OH:8])[C:12]1=[O:26]. (5) Given the reactants [NH2:1]/[C:2](=[C:4](\[C:11]([O:13][CH2:14][CH3:15])=[O:12])/[CH:5]=[CH:6]/[C:7](OC)=[O:8])/[CH3:3], predict the reaction product. The product is: [CH3:3][C:2]1[NH:1][C:7](=[O:8])[CH:6]=[CH:5][C:4]=1[C:11]([O:13][CH2:14][CH3:15])=[O:12]. (6) Given the reactants [CH3:1][C:2]1[N:6]([CH2:7][C:8]([OH:10])=O)[N:5]=[C:4]([C:11]([F:14])([F:13])[F:12])[CH:3]=1.[NH2:15][C:16]1[CH:17]=[C:18]([C:22]([C:24]2[C:28]3[CH:29]=[N:30][CH:31]=[C:32]([F:33])[C:27]=3[N:26]([CH:34]([CH3:37])[CH2:35][OH:36])[CH:25]=2)=[O:23])[CH:19]=[N:20][CH:21]=1, predict the reaction product. The product is: [F:33][C:32]1[C:27]2[N:26]([CH:34]([CH3:37])[CH2:35][OH:36])[CH:25]=[C:24]([C:22]([C:18]3[CH:17]=[C:16]([NH:15][C:8](=[O:10])[CH2:7][N:6]4[C:2]([CH3:1])=[CH:3][C:4]([C:11]([F:14])([F:13])[F:12])=[N:5]4)[CH:21]=[N:20][CH:19]=3)=[O:23])[C:28]=2[CH:29]=[N:30][CH:31]=1.